Predict the reaction yield, written as a fraction of the theoretical maximum amount of product (1.0 means a 100% yield; for example, 0.34 means a 34% yield). From a dataset of Reaction yield outcomes from USPTO patents with 853,638 reactions. (1) The reactants are [Br:1][C:2]1[CH:3]=[C:4]([C:8]([O:10][CH3:11])=[O:9])[O:5][C:6]=1Br.Cl[Zn][CH3:14]. The catalyst is C1COCC1.Cl[Pd](Cl)([P](C1C=CC=CC=1)(C1C=CC=CC=1)C1C=CC=CC=1)[P](C1C=CC=CC=1)(C1C=CC=CC=1)C1C=CC=CC=1. The product is [Br:1][C:2]1[CH:3]=[C:4]([C:8]([O:10][CH3:11])=[O:9])[O:5][C:6]=1[CH3:14]. The yield is 0.720. (2) The reactants are [CH3:1][C:2]1[NH:13][C:12](=O)[C:5]2[N:6]=[C:7]([S:10][CH3:11])[N:8]=[CH:9][C:4]=2[CH:3]=1.O=P(Cl)(Cl)[Cl:17]. No catalyst specified. The product is [Cl:17][C:12]1[C:5]2[N:6]=[C:7]([S:10][CH3:11])[N:8]=[CH:9][C:4]=2[CH:3]=[C:2]([CH3:1])[N:13]=1. The yield is 0.520. (3) The reactants are [N+:1]([C:4]1[CH:8]=[C:7]([CH2:9][OH:10])[NH:6][N:5]=1)([O-:3])=[O:2].C([O-])([O-])=O.[Cs+].[Cs+].Br[CH2:18][C:19]([O:21][CH2:22][CH3:23])=[O:20]. The catalyst is C(#N)C. The product is [OH:10][CH2:9][C:7]1[N:6]([CH2:18][C:19]([O:21][CH2:22][CH3:23])=[O:20])[N:5]=[C:4]([N+:1]([O-:3])=[O:2])[CH:8]=1. The yield is 0.720.